From a dataset of Reaction yield outcomes from USPTO patents with 853,638 reactions. Predict the reaction yield, written as a fraction of the theoretical maximum amount of product (1.0 means a 100% yield; for example, 0.34 means a 34% yield). (1) The reactants are [C:1]1([C:16]2[CH:21]=[CH:20][CH:19]=[CH:18][CH:17]=2)[CH:6]=[CH:5][CH:4]=[C:3]([C:7]2[CH:15]=[CH:14][CH:13]=[C:12]3[C:8]=2[CH:9]=[CH:10][NH:11]3)[CH:2]=1.C([OH:24])C.C(O)(=O)C.[Br-].[Br-].[Br-].[NH+]1C=CC=CC=1.[NH+]1C=CC=CC=1.[NH+]1C=CC=CC=1. The catalyst is CC(O)(C)C.[Zn]. The product is [C:1]1([C:16]2[CH:17]=[CH:18][CH:19]=[CH:20][CH:21]=2)[CH:6]=[CH:5][CH:4]=[C:3]([C:7]2[CH:15]=[CH:14][CH:13]=[C:12]3[C:8]=2[CH2:9][C:10](=[O:24])[NH:11]3)[CH:2]=1. The yield is 0.720. (2) The reactants are [CH2:1]([Li])CCC.[CH3:6][C:7]1[C:8]([C:12]([OH:14])=[O:13])=[CH:9][S:10][CH:11]=1.IC. The catalyst is O1CCCC1. The product is [CH3:1][C:9]1[S:10][CH:11]=[C:7]([CH3:6])[C:8]=1[C:12]([OH:14])=[O:13]. The yield is 0.820. (3) No catalyst specified. The yield is 0.490. The product is [Br:1][C:2]1[CH:7]=[C:6]([C:8]2[N:21]3[CH:22]=[CH:23][CH:24]=[CH:25][C:20]3=[N:19][C:9]=2[C:11]2[CH:16]=[CH:15][C:14]([F:17])=[C:13]([Cl:18])[CH:12]=2)[CH:5]=[CH:4][N:3]=1. The reactants are [Br:1][C:2]1[CH:7]=[C:6]([CH2:8][C:9]([C:11]2[CH:16]=[CH:15][C:14]([F:17])=[C:13]([Cl:18])[CH:12]=2)=O)[CH:5]=[CH:4][N:3]=1.[NH2:19][C:20]1[CH:25]=[CH:24][CH:23]=[CH:22][N:21]=1. (4) The yield is 0.224. The reactants are Cl[C:2]1[CH:3]=[C:4]2[C:9](=[CH:10][CH:11]=1)[NH:8]C(=O)C(C#N)=[CH:5]2.[CH3:15][Mg]Br.[NH4+:18].[Cl-:19].[OH-:20].[Na+].[CH2:22]1[CH2:26]O[CH2:24][CH2:23]1. The product is [NH2:18][C:23]([C:22]1[C:26](=[O:20])[NH:8][C:9]2[C:4]([CH:5]=1)=[CH:3][C:2]([Cl:19])=[CH:11][CH:10]=2)([CH3:15])[CH3:24]. The catalyst is CC(O[Ti](OC(C)C)(OC(C)C)OC(C)C)C.